Predict the reaction yield, written as a fraction of the theoretical maximum amount of product (1.0 means a 100% yield; for example, 0.34 means a 34% yield). From a dataset of Reaction yield outcomes from USPTO patents with 853,638 reactions. (1) The reactants are [H-].[Na+].[I:3][C:4]1[CH:5]=[C:6]2[C:10](=[CH:11][CH:12]=1)[NH:9][N:8]=[CH:7]2.[CH2:13]1COCC1. No catalyst specified. The product is [I:3][C:4]1[CH:5]=[C:6]2[C:10](=[CH:11][CH:12]=1)[N:9]([CH3:13])[N:8]=[CH:7]2. The yield is 0.522. (2) The reactants are [OH:1][CH2:2][CH2:3][CH2:4][NH:5][C:6]1[CH:13]=[CH:12][C:9]([C:10]#[N:11])=[CH:8][C:7]=1[N+:14]([O-])=O. The product is [NH2:14][C:7]1[CH:8]=[C:9]([CH:12]=[CH:13][C:6]=1[NH:5][CH2:4][CH2:3][CH2:2][OH:1])[C:10]#[N:11]. The catalyst is CCO. The yield is 0.950. (3) The reactants are [C:1](O)(=[O:8])[C:2]1[CH:7]=[CH:6][CH:5]=[CH:4][CH:3]=1.[NH2:10][C@@H:11]1[C@H:15]2[O:16][CH2:17][C@H:18]([NH:19][C:20](=[O:34])[C:21]3[CH:26]=[CH:25][CH:24]=[C:23]([O:27][C:28]4[CH:33]=[CH:32][CH:31]=[CH:30][CH:29]=4)[CH:22]=3)[C@H:14]2[O:13][CH2:12]1. No catalyst specified. The product is [C:1]([NH:10][C@@H:11]1[C@H:15]2[O:16][CH2:17][C@H:18]([NH:19][C:20](=[O:34])[C:21]3[CH:26]=[CH:25][CH:24]=[C:23]([O:27][C:28]4[CH:29]=[CH:30][CH:31]=[CH:32][CH:33]=4)[CH:22]=3)[C@H:14]2[O:13][CH2:12]1)(=[O:8])[C:2]1[CH:7]=[CH:6][CH:5]=[CH:4][CH:3]=1. The yield is 0.441. (4) The reactants are Cl[C:2]1[NH:11][C:10](=[O:12])[C:9]2[C:4](=[C:5]([O:17][CH3:18])[C:6]([O:15][CH3:16])=[C:7]([O:13][CH3:14])[CH:8]=2)[N:3]=1.C([O-])([O-])=O.[Na+].[Na+].[NH:25]1[CH2:30][CH2:29][O:28][CH2:27][CH2:26]1. The catalyst is CCO. The product is [CH3:14][O:13][C:7]1[CH:8]=[C:9]2[C:4](=[C:5]([O:17][CH3:18])[C:6]=1[O:15][CH3:16])[N:3]=[C:2]([N:25]1[CH2:30][CH2:29][O:28][CH2:27][CH2:26]1)[NH:11][C:10]2=[O:12]. The yield is 0.920. (5) The reactants are [CH2:1]([N:3]([CH:24]1[CH2:29][CH2:28][O:27][CH2:26][CH2:25]1)[C:4]1[C:5]([CH3:23])=[C:6]([CH:11]=[C:12](B2OC(C)(C)C(C)(C)O2)[CH:13]=1)[C:7]([O:9][CH3:10])=[O:8])[CH3:2].Br[C:31]1[CH:32]=[CH:33][C:34]([CH2:37][N:38]2[CH2:43][CH2:42][CH:41]([OH:44])[CH2:40][CH2:39]2)=[N:35][CH:36]=1.C(=O)([O-])[O-].[Na+].[Na+]. The catalyst is O1CCOCC1.O.C1C=CC([P]([Pd]([P](C2C=CC=CC=2)(C2C=CC=CC=2)C2C=CC=CC=2)([P](C2C=CC=CC=2)(C2C=CC=CC=2)C2C=CC=CC=2)[P](C2C=CC=CC=2)(C2C=CC=CC=2)C2C=CC=CC=2)(C2C=CC=CC=2)C2C=CC=CC=2)=CC=1. The product is [CH2:1]([N:3]([CH:24]1[CH2:25][CH2:26][O:27][CH2:28][CH2:29]1)[C:4]1[C:5]([CH3:23])=[C:6]([CH:11]=[C:12]([C:31]2[CH:36]=[N:35][C:34]([CH2:37][N:38]3[CH2:39][CH2:40][CH:41]([OH:44])[CH2:42][CH2:43]3)=[CH:33][CH:32]=2)[CH:13]=1)[C:7]([O:9][CH3:10])=[O:8])[CH3:2]. The yield is 0.930. (6) The product is [Cl:1][C:2]1[CH:7]=[C:6](/[CH:8]=[CH:9]/[CH:10]([C:15]2[CH:20]=[C:19]([Cl:21])[C:18]([Cl:22])=[C:17]([Cl:23])[CH:16]=2)[C:11]([F:14])([F:13])[F:12])[CH:5]=[CH:4][C:3]=1[CH2:24][NH:25][C:27](=[O:32])[C:28]([O:30][CH3:31])=[O:29]. The yield is 0.500. The reactants are [Cl:1][C:2]1[CH:7]=[C:6](/[CH:8]=[CH:9]/[CH:10]([C:15]2[CH:20]=[C:19]([Cl:21])[C:18]([Cl:22])=[C:17]([Cl:23])[CH:16]=2)[C:11]([F:14])([F:13])[F:12])[CH:5]=[CH:4][C:3]=1[CH2:24][NH2:25].Cl[C:27](=[O:32])[C:28]([O:30][CH3:31])=[O:29]. The catalyst is C(Cl)Cl.